From a dataset of HIV replication inhibition screening data with 41,000+ compounds from the AIDS Antiviral Screen. Binary Classification. Given a drug SMILES string, predict its activity (active/inactive) in a high-throughput screening assay against a specified biological target. (1) The compound is Cc1cccc(C=NNC(=S)Nc2ccc(Cl)cc2)n1. The result is 0 (inactive). (2) The drug is CC(CNC(=O)CCC(N)C(=O)O)C(=O)O. The result is 0 (inactive). (3) The drug is C=C1CC(COc2ccc3c(C)cc(=O)oc3c2)(c2ccccc2)OC1=O. The result is 0 (inactive). (4) The drug is CNC(=O)OCc1c(COC(=O)NC)c2n(c1C)-c1ccc(OC)cc1CCC2. The result is 0 (inactive). (5) The molecule is O=S(=O)(N=S(c1ccccc1)c1ccccc1)c1ccccc1. The result is 0 (inactive). (6) The compound is C1CCC(N2OC23CCCCC3)CC1. The result is 0 (inactive). (7) The drug is Nc1nc(Cl)cc(NCC2(CO)CCCC2)n1. The result is 0 (inactive). (8) The molecule is CCOC(=O)C1=CC(C(=O)OCC)C2C=CC1N2C(=O)OC. The result is 0 (inactive).